Dataset: Reaction yield outcomes from USPTO patents with 853,638 reactions. Task: Predict the reaction yield, written as a fraction of the theoretical maximum amount of product (1.0 means a 100% yield; for example, 0.34 means a 34% yield). (1) The reactants are [Br:1][C:2]1[C:7]([N+:8]([O-])=O)=[CH:6][CH:5]=[CH:4][C:3]=1[F:11].[BH4-].[Na+].O. The catalyst is CO.Cl[Ni]Cl. The product is [Br:1][C:2]1[C:3]([F:11])=[CH:4][CH:5]=[CH:6][C:7]=1[NH2:8]. The yield is 0.700. (2) The yield is 0.630. The product is [NH:7]1[C:8]2[C:4](=[CH:3][C:2]([CH2:16][CH2:15][CH2:14][C:12]#[N:13])=[CH:10][CH:9]=2)[CH:5]=[CH:6]1. The reactants are Br[C:2]1[CH:3]=[C:4]2[C:8](=[CH:9][CH:10]=1)[NH:7][CH:6]=[CH:5]2.[Br-].[C:12]([CH2:14][CH2:15][CH2:16][Zn+])#[N:13]. The catalyst is C1C=CC([P]([Pd]([P](C2C=CC=CC=2)(C2C=CC=CC=2)C2C=CC=CC=2)([P](C2C=CC=CC=2)(C2C=CC=CC=2)C2C=CC=CC=2)[P](C2C=CC=CC=2)(C2C=CC=CC=2)C2C=CC=CC=2)(C2C=CC=CC=2)C2C=CC=CC=2)=CC=1. (3) The reactants are [C:1]([O:5][C:6](=[O:21])[N:7]([CH2:11][C:12]1[CH:17]=[CH:16][C:15]([Cl:18])=[C:14]([CH2:19][OH:20])[CH:13]=1)[CH2:8][CH2:9][F:10])([CH3:4])([CH3:3])[CH3:2]. The catalyst is CC#N.O=[Mn]=O. The product is [C:1]([O:5][C:6](=[O:21])[N:7]([CH2:11][C:12]1[CH:17]=[CH:16][C:15]([Cl:18])=[C:14]([CH:19]=[O:20])[CH:13]=1)[CH2:8][CH2:9][F:10])([CH3:4])([CH3:2])[CH3:3]. The yield is 1.00. (4) The reactants are CO[CH2:3][N:4]([CH2:10][C:11]1[CH:16]=[CH:15][CH:14]=[CH:13][CH:12]=1)[CH2:5][Si](C)(C)C.[F:17][C:18]1[CH:23]=[CH:22][C:21](/[CH:24]=[CH:25]/[N+:26]([O-:28])=[O:27])=[C:20]([CH3:29])[CH:19]=1.FC(F)(F)C(O)=O. The yield is 0.300. The catalyst is C(Cl)Cl. The product is [CH2:10]([N:4]1[CH2:5][CH:25]([N+:26]([O-:28])=[O:27])[CH:24]([C:21]2[CH:22]=[CH:23][C:18]([F:17])=[CH:19][C:20]=2[CH3:29])[CH2:3]1)[C:11]1[CH:16]=[CH:15][CH:14]=[CH:13][CH:12]=1. (5) The reactants are [F:1][C:2]1[CH:7]=[CH:6][C:5]([S:8]([N:11]2[C:20]3[C:15](=[CH:16][C:17]([C:21]([OH:30])([C:26]([F:29])([F:28])[F:27])[C:22]([F:25])([F:24])[F:23])=[CH:18][CH:19]=3)[CH2:14][CH2:13][C@H:12]2[CH2:31][C:32](O)=[O:33])(=[O:10])=[O:9])=[CH:4][CH:3]=1.CCN(C(C)C)C(C)C.F[P-](F)(F)(F)(F)F.N1(O[P+](N(C)C)(N(C)C)N(C)C)C2C=CC=CC=2N=N1.[OH:71][C:72]([CH3:78])([CH3:77])[C:73]([NH:75][NH2:76])=[O:74]. The catalyst is CN(C=O)C. The product is [F:1][C:2]1[CH:3]=[CH:4][C:5]([S:8]([N:11]2[C:20]3[C:15](=[CH:16][C:17]([C:21]([OH:30])([C:22]([F:25])([F:24])[F:23])[C:26]([F:28])([F:29])[F:27])=[CH:18][CH:19]=3)[CH2:14][CH2:13][C@H:12]2[CH2:31][C:32]([NH:76][NH:75][C:73](=[O:74])[C:72]([OH:71])([CH3:78])[CH3:77])=[O:33])(=[O:9])=[O:10])=[CH:6][CH:7]=1. The yield is 0.590. (6) The reactants are [CH3:1][O:2][C:3]1[CH:4]=[C:5]2[C:10](=[CH:11][C:12]=1[O:13][CH3:14])[N:9]=[CH:8][CH:7]=[C:6]2[O:15][C:16]1[CH:22]=[CH:21][C:19]([NH2:20])=[C:18]([O:23][CH3:24])[CH:17]=1.ClC(Cl)(O[C:29](=[O:35])OC(Cl)(Cl)Cl)Cl.[NH2:37][N:38]1[CH2:44][CH2:43][CH2:42][CH2:41][CH2:40][CH2:39]1.C(=O)(O)[O-].[Na+]. The catalyst is C(Cl)Cl.C(N(CC)CC)C.C1(C)C=CC=CC=1. The product is [CH3:1][O:2][C:3]1[CH:4]=[C:5]2[C:10](=[CH:11][C:12]=1[O:13][CH3:14])[N:9]=[CH:8][CH:7]=[C:6]2[O:15][C:16]1[CH:22]=[CH:21][C:19]([NH:20][C:29]([NH:37][N:38]2[CH2:44][CH2:43][CH2:42][CH2:41][CH2:40][CH2:39]2)=[O:35])=[C:18]([O:23][CH3:24])[CH:17]=1. The yield is 0.490.